This data is from Full USPTO retrosynthesis dataset with 1.9M reactions from patents (1976-2016). The task is: Predict the reactants needed to synthesize the given product. (1) Given the product [CH2:1]([O:5][C:6]1[CH:7]=[CH:8][C:9]([S:12]([N:15]([CH3:28])[CH:16]([C:21]2[CH:26]=[CH:25][C:24]([Cl:27])=[CH:23][CH:22]=2)[C:17]([OH:19])=[O:18])(=[O:13])=[O:14])=[CH:10][CH:11]=1)[C:2]#[C:3][CH3:4], predict the reactants needed to synthesize it. The reactants are: [CH2:1]([O:5][C:6]1[CH:11]=[CH:10][C:9]([S:12]([N:15]([CH3:28])[CH:16]([C:21]2[CH:26]=[CH:25][C:24]([Cl:27])=[CH:23][CH:22]=2)[C:17]([O:19]C)=[O:18])(=[O:14])=[O:13])=[CH:8][CH:7]=1)[C:2]#[C:3][CH3:4].[OH-].[Li+]. (2) Given the product [ClH:35].[ClH:35].[F:1][C:2]1[CH:3]=[N:4][CH:5]=[CH:6][C:7]=1[C:8]1[C:9](=[O:34])[NH:10][C:11](=[O:33])[N:12]([CH2:14][CH2:15][CH2:16][N:17]2[CH2:22][C@H:21]3[C@:19]([C:23]4[CH:28]=[CH:27][C:26]([C:29]([F:31])([F:32])[F:30])=[CH:25][CH:24]=4)([CH2:20]3)[CH2:18]2)[CH:13]=1, predict the reactants needed to synthesize it. The reactants are: [F:1][C:2]1[CH:3]=[N:4][CH:5]=[CH:6][C:7]=1[C:8]1[C:9](=[O:34])[NH:10][C:11](=[O:33])[N:12]([CH2:14][CH2:15][CH2:16][N:17]2[CH2:22][C@H:21]3[C@:19]([C:23]4[CH:28]=[CH:27][C:26]([C:29]([F:32])([F:31])[F:30])=[CH:25][CH:24]=4)([CH2:20]3)[CH2:18]2)[CH:13]=1.[ClH:35]. (3) Given the product [CH3:15][O:16][C:17]1[CH:24]=[CH:23][CH:22]=[CH:21][C:18]=1[CH2:19][NH:20][C:2]1[CH:11]=[CH:10][C:9]2[C:4](=[CH:5][CH:6]=[C:7]([NH:12][C:33](=[O:34])[CH2:32][N:29]3[CH2:30][CH2:31][N:26]([CH3:25])[CH2:27][CH2:28]3)[CH:8]=2)[N:3]=1, predict the reactants needed to synthesize it. The reactants are: Cl[C:2]1[CH:11]=[CH:10][C:9]2[C:4](=[CH:5][CH:6]=[C:7]([N+:12]([O-])=O)[CH:8]=2)[N:3]=1.[CH3:15][O:16][C:17]1[CH:24]=[CH:23][CH:22]=[CH:21][C:18]=1[CH2:19][NH2:20].[CH3:25][N:26]1[CH2:31][CH2:30][N:29]([CH2:32][C:33](O)=[O:34])[CH2:28][CH2:27]1. (4) Given the product [CH3:1][O:2][C:3]([C@H:5]1[CH2:10][CH2:9][C@H:8]([CH2:11][N:12]2[C:29](=[O:31])[NH:19][C:18]3[C:13]2=[N:14][C:15]([N:22]([CH2:24][CH2:25][O:26][CH3:27])[CH3:23])=[N:16][CH:17]=3)[CH2:7][CH2:6]1)=[O:4], predict the reactants needed to synthesize it. The reactants are: [CH3:1][O:2][C:3]([C@H:5]1[CH2:10][CH2:9][C@H:8]([CH2:11][NH:12][C:13]2[C:18]([N+:19]([O-])=O)=[CH:17][N:16]=[C:15]([N:22]([CH2:24][CH2:25][O:26][CH3:27])[CH3:23])[N:14]=2)[CH2:7][CH2:6]1)=[O:4].Cl[C:29](Cl)([O:31]C(=O)OC(Cl)(Cl)Cl)Cl.O. (5) Given the product [Cl:1][C:2]1[CH:7]=[CH:6][CH:5]=[C:4]([Cl:8])[C:3]=1[C:9]([N:11]([CH2:32][C:33]1([C:36]([F:39])([F:38])[F:37])[CH2:35][O:34]1)[C:12](=[O:18])[O:13][C:14]([CH3:15])([CH3:17])[CH3:16])=[O:10], predict the reactants needed to synthesize it. The reactants are: [Cl:1][C:2]1[CH:7]=[CH:6][CH:5]=[C:4]([Cl:8])[C:3]=1[C:9]([NH:11][C:12](=[O:18])[O:13][C:14]([CH3:17])([CH3:16])[CH3:15])=[O:10].[H-].[Na+].CC1C=CC(S(O[CH2:32][C:33]2([C:36]([F:39])([F:38])[F:37])[CH2:35][O:34]2)(=O)=O)=CC=1.CC(O)C. (6) Given the product [N:29]1[CH:30]=[CH:31][CH:32]=[C:27]([C:2]2[CH:7]=[CH:6][CH:5]=[CH:4][C:3]=2[C:8]2[CH:13]=[CH:12][C:11]([CH2:14][N:15]3[C:23]4[C:18](=[CH:19][CH:20]=[CH:21][CH:22]=4)[CH:17]=[CH:16]3)=[CH:10][CH:9]=2)[CH:28]=1, predict the reactants needed to synthesize it. The reactants are: Br[C:2]1[CH:7]=[CH:6][CH:5]=[CH:4][C:3]=1[C:8]1[CH:13]=[CH:12][C:11]([CH2:14][N:15]2[C:23]3[C:18](=[CH:19][CH:20]=[CH:21][CH:22]=3)[CH:17]=[CH:16]2)=[CH:10][CH:9]=1.C(B(CC)[C:27]1[CH:28]=[N:29][CH:30]=[CH:31][CH:32]=1)C.C(=O)([O-])[O-].[Na+].[Na+]. (7) Given the product [C:19]([NH:1][C:2]1[C:3]2[CH:14]=[C:13]([C:15]([F:18])([F:16])[F:17])[CH:12]=[CH:11][C:4]=2[S:5][C:6]=1[C:7]([O:9][CH3:10])=[O:8])(=[O:21])[CH3:20], predict the reactants needed to synthesize it. The reactants are: [NH2:1][C:2]1[C:3]2[CH:14]=[C:13]([C:15]([F:18])([F:17])[F:16])[CH:12]=[CH:11][C:4]=2[S:5][C:6]=1[C:7]([O:9][CH3:10])=[O:8].[C:19](Cl)(=[O:21])[CH3:20].C(N(CC)CC)C.